Predict the product of the given reaction. From a dataset of Forward reaction prediction with 1.9M reactions from USPTO patents (1976-2016). (1) Given the reactants C(O[CH:4]([O:11]CC)[CH2:5][CH2:6][NH:7][C:8](=[O:10])[CH3:9])C.[Li][CH2:15][CH2:16][CH2:17]C.C(Br)C=C.Cl, predict the reaction product. The product is: [CH2:17]([N:7]([CH2:6][CH2:5][CH:4]=[O:11])[C:8](=[O:10])[CH3:9])[CH:16]=[CH2:15]. (2) Given the reactants [ClH:1].Cl.[CH:3]1([NH:7][C:8]([C:10]2[CH:15]=[CH:14][CH:13]=[C:12]([C:16]3[C:24]4[C:19](=[CH:20][CH:21]=[C:22]([CH:25]=[N:26]OCC)[CH:23]=4)[NH:18][N:17]=3)[CH:11]=2)=[O:9])[CH2:6][CH2:5][CH2:4]1.[NH2:30][NH:31][C:32](=O)[CH2:33][N:34]([CH3:36])[CH3:35].C[O-].[Na+], predict the reaction product. The product is: [ClH:1].[ClH:1].[CH3:35][N:34]([CH2:33][C:32]1[N:26]=[C:25]([C:22]2[CH:23]=[C:24]3[C:19](=[CH:20][CH:21]=2)[NH:18][N:17]=[C:16]3[C:12]2[CH:11]=[C:10]([C:8]([NH:7][CH:3]3[CH2:6][CH2:5][CH2:4]3)=[O:9])[CH:15]=[CH:14][CH:13]=2)[NH:30][N:31]=1)[CH3:36]. (3) Given the reactants C(OC(=O)[NH:7][CH:8]([CH2:20][C:21]1[CH:26]=[CH:25][C:24]([O:27][C:28]2[CH:33]=[CH:32][C:31]([CH2:34][CH2:35][C:36](=[O:39])[NH:37][OH:38])=[CH:30][CH:29]=2)=[CH:23][CH:22]=1)[C:9]([N:11]1[CH2:16][CH2:15][N:14]([C:17](=[O:19])[CH3:18])[CH2:13][CH2:12]1)=[O:10])(C)(C)C.C(Cl)[Cl:42], predict the reaction product. The product is: [ClH:42].[C:17]([N:14]1[CH2:15][CH2:16][N:11]([C:9](=[O:10])[CH:8]([NH2:7])[CH2:20][C:21]2[CH:22]=[CH:23][C:24]([O:27][C:28]3[CH:33]=[CH:32][C:31]([CH2:34][CH2:35][C:36]([NH:37][OH:38])=[O:39])=[CH:30][CH:29]=3)=[CH:25][CH:26]=2)[CH2:12][CH2:13]1)(=[O:19])[CH3:18]. (4) Given the reactants [CH3:1][O:2][C:3]1[CH:4]=[C:5]([CH:21]=[CH:22][C:23]=1[O:24][CH3:25])[CH2:6][C@H:7]1[C:16]2[C:11](=[CH:12][C:13]([O:19][CH3:20])=[C:14]([O:17][CH3:18])[CH:15]=2)[CH2:10][CH2:9][NH:8]1.Br[CH2:27][C:28](Br)=[O:29].[NH2:31][C@H:32]1[C:40]2[C:35](=[CH:36][CH:37]=[CH:38][CH:39]=2)[CH2:34][C@H:33]1[OH:41], predict the reaction product. The product is: [CH3:1][O:2][C:3]1[CH:4]=[C:5]([CH:21]=[CH:22][C:23]=1[O:24][CH3:25])[CH2:6][C@H:7]1[C:16]2[C:11](=[CH:12][C:13]([O:19][CH3:20])=[C:14]([O:17][CH3:18])[CH:15]=2)[CH2:10][CH2:9][N:8]1[CH2:27][C:28]([NH:31][C@H:32]1[C:40]2[C:35](=[CH:36][CH:37]=[CH:38][CH:39]=2)[CH2:34][C@H:33]1[OH:41])=[O:29]. (5) Given the reactants [C:1]([C:4]1[C:12]2[C:7](=[CH:8][CH:9]=[C:10]([N:13]3[CH2:18][CH2:17][N:16]([C:19](=[O:21])[CH3:20])[CH2:15][CH2:14]3)[CH:11]=2)[N:6]([CH2:22][C:23]([O:25]C(C)(C)C)=[O:24])[CH:5]=1)(=[O:3])[CH3:2].C(O)(C(F)(F)F)=O, predict the reaction product. The product is: [C:1]([C:4]1[C:12]2[C:7](=[CH:8][CH:9]=[C:10]([N:13]3[CH2:14][CH2:15][N:16]([C:19](=[O:21])[CH3:20])[CH2:17][CH2:18]3)[CH:11]=2)[N:6]([CH2:22][C:23]([OH:25])=[O:24])[CH:5]=1)(=[O:3])[CH3:2]. (6) Given the reactants Cl.[NH2:2][CH2:3][C@@H:4]1[O:8][C:7](=[O:9])[N:6]([C:10]2[CH:22]=[CH:21][C:13]3[N:14]([CH:18]([CH3:20])[CH3:19])[C:15](=[O:17])[O:16][C:12]=3[CH:11]=2)[CH2:5]1.C(N(CC)CC)C.[Cl:30][C:31]1[S:35][C:34]([C:36](Cl)=[O:37])=[CH:33][CH:32]=1, predict the reaction product. The product is: [Cl:30][C:31]1[S:35][C:34]([C:36]([NH:2][CH2:3][C@@H:4]2[O:8][C:7](=[O:9])[N:6]([C:10]3[CH:22]=[CH:21][C:13]4[N:14]([CH:18]([CH3:20])[CH3:19])[C:15](=[O:17])[O:16][C:12]=4[CH:11]=3)[CH2:5]2)=[O:37])=[CH:33][CH:32]=1. (7) Given the reactants [NH3:1].C([O:4][C:5]([C:7]1[N:8]=[C:9]2[C:14]([CH2:15][CH2:16][CH3:17])=[C:13]([CH2:18][N:19]3[CH:23]=[CH:22][N:21]=[C:20]3[C:24]3[CH:29]=[CH:28][CH:27]=[C:26]([F:30])[N:25]=3)[N:12]=[CH:11][N:10]2[CH:31]=1)=O)C, predict the reaction product. The product is: [F:30][C:26]1[N:25]=[C:24]([C:20]2[N:19]([CH2:18][C:13]3[N:12]=[CH:11][N:10]4[CH:31]=[C:7]([C:5]([NH2:1])=[O:4])[N:8]=[C:9]4[C:14]=3[CH2:15][CH2:16][CH3:17])[CH:23]=[CH:22][N:21]=2)[CH:29]=[CH:28][CH:27]=1.